From a dataset of Reaction yield outcomes from USPTO patents with 853,638 reactions. Predict the reaction yield, written as a fraction of the theoretical maximum amount of product (1.0 means a 100% yield; for example, 0.34 means a 34% yield). (1) The reactants are [NH2:1][CH:2]1[CH2:7][CH2:6][N:5]([CH2:8][CH:9]2[N:13]3[C:14](=[O:22])[CH:15]=[N:16][C:17]4[CH:18]=[CH:19][C:20](F)=[C:11]([C:12]=43)[CH2:10]2)[CH2:4][CH2:3]1.[CH3:23][O-:24].[Na+]. The catalyst is CO.[Cl-].[NH4+]. The product is [NH2:1][CH:2]1[CH2:7][CH2:6][N:5]([CH2:8][CH:9]2[N:13]3[C:14](=[O:22])[CH:15]=[N:16][C:17]4[CH:18]=[CH:19][C:20]([O:24][CH3:23])=[C:11]([C:12]=43)[CH2:10]2)[CH2:4][CH2:3]1. The yield is 0.640. (2) The reactants are F[C:2]1[C:7]([F:8])=[CH:6][CH:5]=[C:4]([F:9])[N:3]=1.[CH3:10][O-:11].[Na+]. The yield is 0.790. The product is [F:8][C:7]1[C:2]([O:11][CH3:10])=[N:3][C:4]([F:9])=[CH:5][CH:6]=1. The catalyst is CO.[Cl-].[Na+].O. (3) The reactants are [CH:1]1([CH2:4][CH2:5][N:6]2[C:11]([OH:12])=[C:10]([C:13]([NH:15][CH2:16][C:17]([OH:19])=[O:18])=[O:14])[C:9](=[O:20])[N:8]([C:21]3[CH:26]=[CH:25][CH:24]=[C:23]([N+:27]([O-:29])=[O:28])[CH:22]=3)[C:7]2=[O:30])[CH2:3][CH2:2]1.C1(CCN2C(=O)CC(=O)N(C3C=CC=C([N+]([O-])=O)C=3)C2=O)CC1.C(N(C(C)C)CC)(C)C.N(CC(OCC)=O)=C=O. The catalyst is ClCCl. The product is [CH:1]1([CH2:4][CH2:5][N:6]2[C:11](=[O:12])[C:10]([C:13]([NH:15][CH2:16][C:17]([OH:19])=[O:18])=[O:14])=[C:9]([OH:20])[N:8]([C:21]3[CH:26]=[CH:25][CH:24]=[C:23]([N+:27]([O-:29])=[O:28])[CH:22]=3)[C:7]2=[O:30])[CH2:3][CH2:2]1. The yield is 0.370. (4) The yield is 0.610. The reactants are Cl.[CH:2]([NH2:4])=[NH:3].C[O-].[Na+].CO.[C:10]([C:12]1[CH:17]=[CH:16][CH:15]=[CH:14][C:13]=1[C:18]1[CH:23]=[CH:22][C:21]([CH2:24][CH:25]([C:30](=O)[CH2:31][CH2:32][CH3:33])[C:26](OC)=[O:27])=[CH:20][CH:19]=1)#[N:11]. The product is [O:27]=[C:26]1[NH:4][CH:2]=[N:3][C:30]([CH2:31][CH2:32][CH3:33])=[C:25]1[CH2:24][C:21]1[CH:20]=[CH:19][C:18]([C:13]2[C:12]([C:10]#[N:11])=[CH:17][CH:16]=[CH:15][CH:14]=2)=[CH:23][CH:22]=1. The catalyst is CO.O1CCOCC1. (5) The reactants are [NH2:1][C:2]1[CH:33]=[CH:32][C:5]([C:6]([NH:8][C@H:9]2[CH2:14][CH2:13][CH2:12][C@@H:11]([NH:15][C:16]3[N:21]=[C:20]([C:22]4[C:30]5[C:25](=[CH:26][CH:27]=[CH:28][CH:29]=5)[NH:24][CH:23]=4)[C:19]([Cl:31])=[CH:18][N:17]=3)[CH2:10]2)=[O:7])=[C:4]([F:34])[CH:3]=1.C[CH2:36][N:37]([CH:41]([CH3:43])C)[CH:38](C)C.BrC/C=[CH:47]/[C:48](Cl)=[O:49].C(Cl)Cl.CNC.C1COCC1. The catalyst is CN1C(=O)CCC1.C1COCC1. The product is [Cl:31][C:19]1[C:20]([C:22]2[C:30]3[C:25](=[CH:26][CH:27]=[CH:28][CH:29]=3)[NH:24][CH:23]=2)=[N:21][C:16]([NH:15][C@@H:11]2[CH2:12][CH2:13][CH2:14][C@H:9]([NH:8][C:6](=[O:7])[C:5]3[CH:32]=[CH:33][C:2]([NH:1][C:48](=[O:49])/[CH:47]=[CH:43]/[CH2:41][N:37]([CH3:36])[CH3:38])=[CH:3][C:4]=3[F:34])[CH2:10]2)=[N:17][CH:18]=1. The yield is 0.140. (6) The reactants are [CH3:1][O:2][C:3]1[CH:4]=[C:5]2[C:10](=[CH:11][C:12]=1[O:13][CH3:14])[N:9]=[CH:8][CH:7]=[C:6]2[O:15][C:16]1[CH:17]=[C:18]2[C:23](=[CH:24][CH:25]=1)[C:22]([C:26]([OH:28])=O)=[CH:21][CH:20]=[CH:19]2.[C:29]1([NH2:36])[CH:34]=[CH:33][CH:32]=[CH:31][C:30]=1[NH2:35]. No catalyst specified. The product is [NH2:35][C:30]1[CH:31]=[CH:32][CH:33]=[CH:34][C:29]=1[NH:36][C:26]([C:22]1[C:23]2[C:18](=[CH:17][C:16]([O:15][C:6]3[C:5]4[C:10](=[CH:11][C:12]([O:13][CH3:14])=[C:3]([O:2][CH3:1])[CH:4]=4)[N:9]=[CH:8][CH:7]=3)=[CH:25][CH:24]=2)[CH:19]=[CH:20][CH:21]=1)=[O:28]. The yield is 0.860.